This data is from NCI-60 drug combinations with 297,098 pairs across 59 cell lines. The task is: Regression. Given two drug SMILES strings and cell line genomic features, predict the synergy score measuring deviation from expected non-interaction effect. (1) Drug 1: CC(C1=C(C=CC(=C1Cl)F)Cl)OC2=C(N=CC(=C2)C3=CN(N=C3)C4CCNCC4)N. Drug 2: COC1=C(C=C2C(=C1)N=CN=C2NC3=CC(=C(C=C3)F)Cl)OCCCN4CCOCC4. Cell line: A498. Synergy scores: CSS=40.0, Synergy_ZIP=3.66, Synergy_Bliss=6.78, Synergy_Loewe=7.68, Synergy_HSA=9.33. (2) Drug 1: CCCS(=O)(=O)NC1=C(C(=C(C=C1)F)C(=O)C2=CNC3=C2C=C(C=N3)C4=CC=C(C=C4)Cl)F. Drug 2: C1=CN(C(=O)N=C1N)C2C(C(C(O2)CO)O)O.Cl. Cell line: OVCAR-5. Synergy scores: CSS=20.9, Synergy_ZIP=-3.03, Synergy_Bliss=2.40, Synergy_Loewe=-30.6, Synergy_HSA=-2.47. (3) Drug 1: CC1CCC2CC(C(=CC=CC=CC(CC(C(=O)C(C(C(=CC(C(=O)CC(OC(=O)C3CCCCN3C(=O)C(=O)C1(O2)O)C(C)CC4CCC(C(C4)OC)OCCO)C)C)O)OC)C)C)C)OC. Drug 2: CS(=O)(=O)OCCCCOS(=O)(=O)C. Cell line: RXF 393. Synergy scores: CSS=7.71, Synergy_ZIP=-2.81, Synergy_Bliss=-0.565, Synergy_Loewe=-7.36, Synergy_HSA=-0.676. (4) Drug 1: C1CN(CCN1C(=O)CCBr)C(=O)CCBr. Synergy scores: CSS=25.3, Synergy_ZIP=-11.8, Synergy_Bliss=-5.60, Synergy_Loewe=-4.25, Synergy_HSA=-2.73. Drug 2: C1C(C(OC1N2C=NC(=NC2=O)N)CO)O. Cell line: HCT-15. (5) Drug 1: CC1=C2C(C(=O)C3(C(CC4C(C3C(C(C2(C)C)(CC1OC(=O)C(C(C5=CC=CC=C5)NC(=O)OC(C)(C)C)O)O)OC(=O)C6=CC=CC=C6)(CO4)OC(=O)C)O)C)O. Synergy scores: CSS=41.7, Synergy_ZIP=-1.66, Synergy_Bliss=-3.98, Synergy_Loewe=-47.6, Synergy_HSA=-4.41. Cell line: MDA-MB-435. Drug 2: C1=NNC2=C1C(=O)NC=N2.